This data is from CYP2C9 inhibition data for predicting drug metabolism from PubChem BioAssay. The task is: Regression/Classification. Given a drug SMILES string, predict its absorption, distribution, metabolism, or excretion properties. Task type varies by dataset: regression for continuous measurements (e.g., permeability, clearance, half-life) or binary classification for categorical outcomes (e.g., BBB penetration, CYP inhibition). Dataset: cyp2c9_veith. The compound is CCn1c(SCC(=O)OC)nnc1C1CCCCC1. The result is 0 (non-inhibitor).